Dataset: Catalyst prediction with 721,799 reactions and 888 catalyst types from USPTO. Task: Predict which catalyst facilitates the given reaction. (1) Product: [S:28]1[C:29]2[CH:34]=[CH:33][CH:32]=[CH:31][C:30]=2[C:26]([N:20]2[CH2:21][CH2:22][N:23]([C:8]([C:7]3[CH:11]=[C:12]([S:15]([CH3:18])(=[O:17])=[O:16])[CH:13]=[CH:14][C:6]=3[O:5][CH2:4][CH:1]3[CH2:2][CH2:3]3)=[O:10])[CH2:24][CH2:25]2)=[N:27]1. Reactant: [CH:1]1([CH2:4][O:5][C:6]2[CH:14]=[CH:13][C:12]([S:15]([CH3:18])(=[O:17])=[O:16])=[CH:11][C:7]=2[C:8]([OH:10])=O)[CH2:3][CH2:2]1.Cl.[N:20]1([C:26]2[C:30]3[CH:31]=[CH:32][CH:33]=[CH:34][C:29]=3[S:28][N:27]=2)[CH2:25][CH2:24][NH:23][CH2:22][CH2:21]1.C(OCC)(=O)C. The catalyst class is: 10. (2) Reactant: [C:1]([C:3]1[CH:8]=[CH:7][C:6]([CH:9]2[C:18]3[C:13](=[CH:14][CH:15]=[N:16][C:17]=3[O:19][CH2:20][CH3:21])[NH:12][C:11]([CH3:22])=[C:10]2[C:23]([O:25]CCC#N)=[O:24])=[C:5]([O:30][CH3:31])[CH:4]=1)#[N:2].[OH-].[Na+].C(OCC)C.O. Product: [C:1]([C:3]1[CH:8]=[CH:7][C:6]([CH:9]2[C:18]3[C:13](=[CH:14][CH:15]=[N:16][C:17]=3[O:19][CH2:20][CH3:21])[NH:12][C:11]([CH3:22])=[C:10]2[C:23]([OH:25])=[O:24])=[C:5]([O:30][CH3:31])[CH:4]=1)#[N:2]. The catalyst class is: 149.